This data is from Forward reaction prediction with 1.9M reactions from USPTO patents (1976-2016). The task is: Predict the product of the given reaction. (1) Given the reactants [NH2:1][C:2]1[CH:20]=[CH:19][C:5]([O:6][CH:7]2[CH2:11][CH2:10][N:9]([C:12]([O:14][C:15]([CH3:18])([CH3:17])[CH3:16])=[O:13])[CH2:8]2)=[CH:4][C:3]=1Br.[CH2:22](B(O)O)[CH3:23].[O-]P([O-])([O-])=O.[K+].[K+].[K+], predict the reaction product. The product is: [NH2:1][C:2]1[CH:20]=[CH:19][C:5]([O:6][CH:7]2[CH2:11][CH2:10][N:9]([C:12]([O:14][C:15]([CH3:18])([CH3:17])[CH3:16])=[O:13])[CH2:8]2)=[CH:4][C:3]=1[CH2:22][CH3:23]. (2) Given the reactants N1([O:10][C:11]2[C:20]3[C:15](=[CH:16][CH:17]=[CH:18][CH:19]=3)[N:14]=[CH:13][N:12]=2)C2C=CC=CC=2N=N1.[CH3:21][C:22]1[CH:27]=[CH:26][CH:25]=[CH:24][C:23]=1B(O)O.N1(C2C3C(=CC=CC=3)N=CN=2)C2C=CC=CC=2N=N1, predict the reaction product. The product is: [CH3:21][C:22]1[CH:27]=[CH:26][CH:25]=[CH:24][C:23]=1[O:10][C:11]1[C:20]2[C:15](=[CH:16][CH:17]=[CH:18][CH:19]=2)[N:14]=[CH:13][N:12]=1. (3) The product is: [Cl:26][C:27]1[CH:32]=[CH:31][C:30]([CH3:36])=[C:29]([C:2]2[CH:7]=[CH:6][C:5]([CH2:8][C@@H:9]([NH:18][C:19]([C:21]3[N:22]=[N:23][NH:24][CH:25]=3)=[O:20])[CH2:10][C@:11]([CH2:16][OH:17])([CH3:15])[C:12]([OH:14])=[O:13])=[CH:4][CH:3]=2)[CH:28]=1. Given the reactants Br[C:2]1[CH:7]=[CH:6][C:5]([CH2:8][C@@H:9]([NH:18][C:19]([C:21]2[N:22]=[N:23][NH:24][CH:25]=2)=[O:20])[CH2:10][C@:11]([CH2:16][OH:17])([CH3:15])[C:12]([OH:14])=[O:13])=[CH:4][CH:3]=1.[Cl:26][C:27]1[CH:28]=[CH:29][C:30]([CH3:36])=[C:31](B(O)O)[CH:32]=1.C(=O)([O-])[O-].[Na+].[Na+].O, predict the reaction product.